The task is: Predict the product of the given reaction.. This data is from Forward reaction prediction with 1.9M reactions from USPTO patents (1976-2016). (1) Given the reactants [CH3:1][O:2][C:3](=[O:14])[C:4]1[CH:9]=[CH:8][C:7]([NH:10][CH2:11][CH3:12])=[C:6]([NH2:13])[CH:5]=1.[NH2:15][C:16]1[S:17][C:18]2[CH:24]=[C:23]([Cl:25])[CH:22]=[CH:21][C:19]=2[N:20]=1.[C:26](N1C=CN=C1)(N1C=CN=C1)=S.C(Cl)CCl, predict the reaction product. The product is: [CH3:1][O:2][C:3]([C:4]1[CH:9]=[CH:8][C:7]2[N:10]([CH2:11][CH3:12])[C:26]([NH:15][C:16]3[S:17][C:18]4[CH:24]=[C:23]([Cl:25])[CH:22]=[CH:21][C:19]=4[N:20]=3)=[N:13][C:6]=2[CH:5]=1)=[O:14]. (2) Given the reactants [CH2:1]([O:8][CH2:9][CH2:10][CH2:11][O:12][C:13]1[CH:18]=[C:17]([Cl:19])[CH:16]=[C:15]([CH:20]=[O:21])[C:14]=1OS(C(F)(F)F)(=O)=O)[C:2]1[CH:7]=[CH:6][CH:5]=[CH:4][CH:3]=1.[B:30]1([B:30]2[O:34][C:33]([CH3:36])([CH3:35])[C:32]([CH3:38])([CH3:37])[O:31]2)[O:34][C:33]([CH3:36])([CH3:35])[C:32]([CH3:38])([CH3:37])[O:31]1.CC([O-])=O.[K+], predict the reaction product. The product is: [CH2:1]([O:8][CH2:9][CH2:10][CH2:11][O:12][C:13]1[C:14]([B:30]2[O:34][C:33]([CH3:36])([CH3:35])[C:32]([CH3:38])([CH3:37])[O:31]2)=[C:15]([CH:16]=[C:17]([Cl:19])[CH:18]=1)[CH:20]=[O:21])[C:2]1[CH:7]=[CH:6][CH:5]=[CH:4][CH:3]=1. (3) Given the reactants II.Br[C:4]1[CH:9]=[C:8]([CH3:10])[CH:7]=[C:6]([F:11])[CH:5]=1.CON(C)[C:15]([C@@H:17]1[CH2:22][CH2:21][CH2:20][N:19]([C:23]([O:25][C:26]([CH3:29])([CH3:28])[CH3:27])=[O:24])[CH2:18]1)=[O:16], predict the reaction product. The product is: [F:11][C:6]1[CH:5]=[C:4]([CH:9]=[C:8]([CH3:10])[CH:7]=1)[C:15]([C@@H:17]1[CH2:22][CH2:21][CH2:20][N:19]([C:23]([O:25][C:26]([CH3:29])([CH3:28])[CH3:27])=[O:24])[CH2:18]1)=[O:16]. (4) Given the reactants [CH:1]([C:4]1[CH:9]=[CH:8][C:7]([C:10]2[CH:18]=[CH:17][CH:16]=[C:15]3[C:11]=2[CH:12]=[CH:13][CH2:14]3)=[CH:6][CH:5]=1)([CH3:3])[CH3:2].[Br:19]N1C(=O)CCC1=O.C1(C)C=CC(S(O)(=O)=O)=CC=1, predict the reaction product. The product is: [Br:19][C:13]1[CH2:14][C:15]2[C:11]([CH:12]=1)=[C:10]([C:7]1[CH:8]=[CH:9][C:4]([CH:1]([CH3:3])[CH3:2])=[CH:5][CH:6]=1)[CH:18]=[CH:17][CH:16]=2. (5) The product is: [OH:1][C:2]1[C:11]2[CH:10]=[C:9]([N:12]3[CH2:17][CH2:16][CH2:15][CH2:14][CH2:13]3)[N:8]=[N:7][C:6]=2[N:5]([CH3:18])[C:4](=[O:19])[C:3]=1[C:20]([NH:22][CH2:23][C:24]([OH:26])=[O:25])=[O:21]. Given the reactants [OH:1][C:2]1[C:11]2[CH:10]=[C:9]([N:12]3[CH2:17][CH2:16][CH2:15][CH2:14][CH2:13]3)[N:8]=[N:7][C:6]=2[N:5]([CH3:18])[C:4](=[O:19])[C:3]=1[C:20]([NH:22][CH2:23][C:24]([O:26]C(C)(C)C)=[O:25])=[O:21].OC1C2C=C(N3CCCCC3)N=NC=2N(C)C(=O)C=1C(OC)=O.Cl.NCC(OC(C)(C)C)=O, predict the reaction product. (6) Given the reactants C(OC(=O)CP(OC)(OC)=O)C1C=CC=CC=1.[H-].[Na+].COC(=O)C1C=CC(C(=O)CC)=CC=1.[CH3:34][O:35][C:36](=[O:57])[C:37]1[CH:42]=[CH:41][C:40](/[C:43](/[CH2:46][C:47]([O:49][CH2:50][C:51]2[CH:56]=[CH:55][CH:54]=[CH:53][CH:52]=2)=[O:48])=[CH:44]/[CH3:45])=[CH:39][CH:38]=1, predict the reaction product. The product is: [CH3:34][O:35][C:36](=[O:57])[C:37]1[CH:38]=[CH:39][C:40]([C:43](=[CH:46][C:47]([O:49][CH2:50][C:51]2[CH:52]=[CH:53][CH:54]=[CH:55][CH:56]=2)=[O:48])[CH2:44][CH3:45])=[CH:41][CH:42]=1.